From a dataset of Forward reaction prediction with 1.9M reactions from USPTO patents (1976-2016). Predict the product of the given reaction. (1) Given the reactants [CH3:1][O:2][C:3]([C:5]1[CH:10]=[CH:9][C:8]([N:11]2[CH2:15][C:14]3([CH2:20][CH2:19][N:18](C(OC(C)(C)C)=O)[CH2:17][CH2:16]3)[O:13][C:12]2=[O:28])=[CH:7][CH:6]=1)=[O:4].[ClH:29], predict the reaction product. The product is: [ClH:29].[O:28]=[C:12]1[N:11]([C:8]2[CH:9]=[CH:10][C:5]([C:3]([O:2][CH3:1])=[O:4])=[CH:6][CH:7]=2)[CH2:15][C:14]2([CH2:20][CH2:19][NH:18][CH2:17][CH2:16]2)[O:13]1. (2) Given the reactants [C:1]([O:5][C:6]([N:8]1[CH2:12][CH2:11][CH:10]([NH:13][CH2:14][C:15]2[CH:20]=[CH:19][CH:18]=[C:17]([C:21]3[CH:26]=[CH:25][N:24]=[C:23]([Cl:27])[N:22]=3)[CH:16]=2)[CH2:9]1)=[O:7])([CH3:4])([CH3:3])[CH3:2].[CH3:28][S:29](Cl)(=[O:31])=[O:30], predict the reaction product. The product is: [C:1]([O:5][C:6]([N:8]1[CH2:12][CH2:11][CH:10]([N:13]([CH2:14][C:15]2[CH:20]=[CH:19][CH:18]=[C:17]([C:21]3[CH:26]=[CH:25][N:24]=[C:23]([Cl:27])[N:22]=3)[CH:16]=2)[S:29]([CH3:28])(=[O:31])=[O:30])[CH2:9]1)=[O:7])([CH3:4])([CH3:2])[CH3:3]. (3) Given the reactants Cl[C@H:2]1[C:12]2[C:7](=[N:8][CH:9]=[CH:10][CH:11]=2)[C@H:6]([O:13][Si:14]([CH:21]([CH3:23])[CH3:22])([CH:18]([CH3:20])[CH3:19])[CH:15]([CH3:17])[CH3:16])[CH2:5][CH2:4][C@H:3]1[C:24]1[CH:29]=[CH:28][CH:27]=[C:26]([F:30])[C:25]=1[F:31].[N-:32]=[N+:33]=[N-:34].[Na+], predict the reaction product. The product is: [N:32]([C@@H:2]1[C:12]2[C:7](=[N:8][CH:9]=[CH:10][CH:11]=2)[C@H:6]([O:13][Si:14]([CH:21]([CH3:23])[CH3:22])([CH:18]([CH3:20])[CH3:19])[CH:15]([CH3:17])[CH3:16])[CH2:5][CH2:4][C@H:3]1[C:24]1[CH:29]=[CH:28][CH:27]=[C:26]([F:30])[C:25]=1[F:31])=[N+:33]=[N-:34]. (4) The product is: [ClH:7].[CH2:8]([O:10][C:11](=[O:36])[CH2:12][NH:13][CH2:14][C:15]1[C:24](=[O:25])[C:23]2[C:18](=[CH:19][C:20]([NH:27][CH:28]3[CH2:33][CH2:32][CH2:31][CH2:30][CH2:29]3)=[C:21]([F:26])[CH:22]=2)[N:17]([CH2:34][CH3:35])[CH:16]=1)[CH3:9]. Given the reactants C(OC(=O)C)C.[ClH:7].[CH2:8]([O:10][C:11](=[O:36])[CH2:12][NH:13][CH2:14][C:15]1[C:24](=[O:25])[C:23]2[C:18](=[CH:19][C:20]([NH:27][CH:28]3[CH2:33][CH2:32][CH2:31][CH2:30][CH2:29]3)=[C:21]([F:26])[CH:22]=2)[N:17]([CH2:34][CH3:35])[CH:16]=1)[CH3:9], predict the reaction product. (5) Given the reactants [NH2:1][C:2]([NH:4][C:5]1[S:6][C:7]([C:13]2[CH:18]=[CH:17][C:16]([CH:19]=O)=[CH:15][CH:14]=2)=[CH:8][C:9]=1[C:10]([NH2:12])=[O:11])=[O:3].[CH3:21][NH:22][CH2:23][CH2:24][OH:25].C(OC)(OC)OC.C([BH3-])#N.C(=O)C1C=CC=CC=1, predict the reaction product. The product is: [NH2:1][C:2]([NH:4][C:5]1[S:6][C:7]([C:13]2[CH:14]=[CH:15][C:16]([CH2:19][N:22]([CH2:23][CH2:24][OH:25])[CH3:21])=[CH:17][CH:18]=2)=[CH:8][C:9]=1[C:10]([NH2:12])=[O:11])=[O:3]. (6) Given the reactants [CH3:1][O:2][C:3]1[CH:4]=[C:5]([CH:7]=[C:8]([O:12][CH3:13])[C:9]=1[O:10][CH3:11])[NH2:6].C(=O)([O-])[O-].[K+].[K+].[CH3:20][C:21]1[N:22]=[C:23]([CH3:41])[N:24]2[C:29]=1[C:28](N1C=NC=N1)=[N:27][C:26]([C:35]1[S:39][C:38]([CH3:40])=[N:37][CH:36]=1)=[N:25]2.CO, predict the reaction product. The product is: [CH3:20][C:21]1[N:22]=[C:23]([CH3:41])[N:24]2[C:29]=1[C:28]([NH:6][C:5]1[CH:7]=[C:8]([O:12][CH3:13])[C:9]([O:10][CH3:11])=[C:3]([O:2][CH3:1])[CH:4]=1)=[N:27][C:26]([C:35]1[S:39][C:38]([CH3:40])=[N:37][CH:36]=1)=[N:25]2. (7) Given the reactants [C:1]([OH:6])(=[O:5])[C@H:2]([CH3:4])[OH:3].[CH3:7][O:8][CH2:9][CH2:10][O:11][CH2:12][CH2:13][O:14][CH2:15][CH2:16][OH:17].P(OC1C=CC=CC=1)(OC1C=CC=CC=1)OC1C=CC=CC=1, predict the reaction product. The product is: [C:1]([OH:6])(=[O:5])[CH:2]([CH3:4])[OH:3].[CH3:7][O:8][CH2:9][CH2:10][O:11][CH2:12][CH2:13][O:14][CH2:15][CH2:16][OH:17].